This data is from Forward reaction prediction with 1.9M reactions from USPTO patents (1976-2016). The task is: Predict the product of the given reaction. (1) Given the reactants [CH:1]1([CH2:6][CH2:7][CH2:8][OH:9])[CH2:5][CH2:4][CH2:3][CH2:2]1.[Cr](Cl)([O-])(=O)=O.[NH+]1C=CC=CC=1.[Mn]([O-])(=O)(=O)=O.[K+], predict the reaction product. The product is: [CH:1]1([CH2:6][CH2:7][CH:8]=[O:9])[CH2:5][CH2:4][CH2:3][CH2:2]1. (2) Given the reactants [CH2:1]([S:8][C:9]1[CH:10]=[C:11]2[C:16](=[CH:17][CH:18]=1)[C:15](Cl)=[N:14][CH:13]=[CH:12]2)[C:2]1[CH:7]=[CH:6][CH:5]=[CH:4][CH:3]=1.[Cl:20][C:21]1[CH:26]=[CH:25][C:24](B(O)O)=[C:23]([O:30][CH3:31])[CH:22]=1.P([O-])([O-])([O-])=O.[K+].[K+].[K+].O1CCOCC1, predict the reaction product. The product is: [CH2:1]([S:8][C:9]1[CH:10]=[C:11]2[C:16](=[CH:17][CH:18]=1)[C:15]([C:24]1[CH:25]=[CH:26][C:21]([Cl:20])=[CH:22][C:23]=1[O:30][CH3:31])=[N:14][CH:13]=[CH:12]2)[C:2]1[CH:7]=[CH:6][CH:5]=[CH:4][CH:3]=1. (3) Given the reactants Cl.Cl.[NH2:3][C:4]1[N:9]=[C:8]([OH:10])[C:7]([NH2:11])=[C:6]([NH2:12])[N:5]=1.[F:13][C:14]1[CH:19]=[CH:18][C:17]([C:20](=NO)[CH:21]=O)=[CH:16][CH:15]=1, predict the reaction product. The product is: [NH2:3][C:4]1[N:9]=[C:8]([OH:10])[C:7]2[C:6](=[N:12][CH:21]=[C:20]([C:17]3[CH:18]=[CH:19][C:14]([F:13])=[CH:15][CH:16]=3)[N:11]=2)[N:5]=1. (4) Given the reactants [CH:1]1([CH2:4][O:5][C:6]2[N:11]=[C:10]([C:12]([OH:14])=O)[CH:9]=[N:8][C:7]=2[N:15]2[CH2:18][C:17]([F:20])([F:19])[CH2:16]2)[CH2:3][CH2:2]1.[NH:21]1[CH2:26][CH2:25][CH2:24][CH2:23][CH:22]1[C:27]([NH2:29])=[O:28], predict the reaction product. The product is: [CH:1]1([CH2:4][O:5][C:6]2[N:11]=[C:10]([C:12]([N:21]3[CH2:26][CH2:25][CH2:24][CH2:23][CH:22]3[C:27]([NH2:29])=[O:28])=[O:14])[CH:9]=[N:8][C:7]=2[N:15]2[CH2:18][C:17]([F:20])([F:19])[CH2:16]2)[CH2:2][CH2:3]1. (5) Given the reactants [C:1]([CH2:3][C@@H:4]1[CH2:13][C:12]2[C:7](=[CH:8][CH:9]=[CH:10][CH:11]=2)[CH2:6][N:5]1[C:14]([O:16][CH2:17][C:18]1[CH:23]=[CH:22][CH:21]=[CH:20][CH:19]=1)=[O:15])#[N:2].B.C1COCC1.[NH4+].[Cl-], predict the reaction product. The product is: [NH2:2][CH2:1][CH2:3][C@@H:4]1[CH2:13][C:12]2[C:7](=[CH:8][CH:9]=[CH:10][CH:11]=2)[CH2:6][N:5]1[C:14]([O:16][CH2:17][C:18]1[CH:19]=[CH:20][CH:21]=[CH:22][CH:23]=1)=[O:15]. (6) Given the reactants [CH2:1]([CH:3]1[N:12]2[C:7](=[CH:8][C:9](=[O:18])[C:10]([C:13]([O:15]CC)=[O:14])=[CH:11]2)[C:6]2[CH:19]=[C:20]([O:28][CH3:29])[C:21]([O:23][CH2:24][CH2:25][O:26][CH3:27])=[CH:22][C:5]=2[CH2:4]1)[CH3:2].O[Li].O, predict the reaction product. The product is: [CH2:1]([CH:3]1[N:12]2[C:7](=[CH:8][C:9](=[O:18])[C:10]([C:13]([OH:15])=[O:14])=[CH:11]2)[C:6]2[CH:19]=[C:20]([O:28][CH3:29])[C:21]([O:23][CH2:24][CH2:25][O:26][CH3:27])=[CH:22][C:5]=2[CH2:4]1)[CH3:2]. (7) The product is: [C:1]([O:5][C:6]([N:8]1[CH2:9][CH:10]([CH3:15])[N:11]([CH2:28][CH2:29][OH:30])[CH:12]([CH3:14])[CH2:13]1)=[O:7])([CH3:2])([CH3:3])[CH3:4]. Given the reactants [C:1]([O:5][C:6]([N:8]1[CH2:13][CH:12]([CH3:14])[NH:11][CH:10]([CH3:15])[C:9]1=C=O)=[O:7])([CH3:4])([CH3:3])[CH3:2].[H-].[Al+3].[Li+].[H-].[H-].[H-].O.[OH-].[Na+].C1C[O:30][CH2:29][CH2:28]1, predict the reaction product.